Dataset: Forward reaction prediction with 1.9M reactions from USPTO patents (1976-2016). Task: Predict the product of the given reaction. (1) Given the reactants [Br:1][C:2]1[CH:3]=[C:4]2[C:9](=[CH:10][CH:11]=1)[O:8][C:7](=[O:12])[CH2:6][CH:5]2[C:13]1[CH:18]=[CH:17][CH:16]=[CH:15][CH:14]=1.[C:19](=O)([O-])[O-:20].[K+].[K+].[I-].[Na+].[CH2:27](Cl)[C:28]1[CH:33]=[CH:32][CH:31]=[CH:30][CH:29]=1, predict the reaction product. The product is: [CH2:27]([O:8][C:9]1[CH:10]=[CH:11][C:2]([Br:1])=[CH:3][C:4]=1[CH:5]([C:13]1[CH:18]=[CH:17][CH:16]=[CH:15][CH:14]=1)[CH2:6][C:7]([O:20][CH3:19])=[O:12])[C:28]1[CH:33]=[CH:32][CH:31]=[CH:30][CH:29]=1. (2) Given the reactants [CH3:1][O:2][C:3](=[O:34])[C:4]1[CH:9]=[C:8]([O:10][C:11]2[CH:16]=[CH:15][C:14]([NH2:17])=[C:13]([O:18][CH2:19][CH:20]([CH3:22])[CH3:21])[CH:12]=2)[CH:7]=[CH:6][C:5]=1[NH:23][S:24]([C:27]1[CH:32]=[CH:31][C:30]([CH3:33])=[CH:29][CH:28]=1)(=[O:26])=[O:25].[C:35]1([CH3:45])[CH:40]=[CH:39][C:38]([S:41](Cl)(=[O:43])=[O:42])=[CH:37][CH:36]=1.N1C=CC=CC=1, predict the reaction product. The product is: [CH3:1][O:2][C:3](=[O:34])[C:4]1[CH:9]=[C:8]([O:10][C:11]2[CH:16]=[CH:15][C:14]([NH:17][S:41]([C:38]3[CH:39]=[CH:40][C:35]([CH3:45])=[CH:36][CH:37]=3)(=[O:43])=[O:42])=[C:13]([O:18][CH2:19][CH:20]([CH3:22])[CH3:21])[CH:12]=2)[CH:7]=[CH:6][C:5]=1[NH:23][S:24]([C:27]1[CH:28]=[CH:29][C:30]([CH3:33])=[CH:31][CH:32]=1)(=[O:26])=[O:25].